From a dataset of Forward reaction prediction with 1.9M reactions from USPTO patents (1976-2016). Predict the product of the given reaction. (1) The product is: [NH2:20][C:19]1[C:14]([F:13])=[CH:15][CH:16]=[CH:17][C:18]=1[C:23]([N:3]([O:4][CH3:5])[CH3:2])=[O:24]. Given the reactants Cl.[CH3:2][NH:3][O:4][CH3:5].C(N(CC)CC)C.[F:13][C:14]1[C:19]2[NH:20]C(=O)O[C:23](=[O:24])[C:18]=2[CH:17]=[CH:16][CH:15]=1, predict the reaction product. (2) Given the reactants [BH4-].[Na+].[CH3:3][CH2:4][C@@:5]1([OH:28])[C:10](=[O:11])[O:9][CH2:8][C:7]2[C:12]([N:14]3[C:26](=[CH:27][C:6]1=2)[C:25]1[C:16](=[CH:17][C:18]2[C:23]([N:24]=1)=[CH:22][CH:21]=[CH:20][CH:19]=2)[CH2:15]3)=[O:13], predict the reaction product. The product is: [CH2:4]([C:5]1([OH:28])[C:6]2[CH:27]=[C:26]3[N:14]([CH2:15][C:16]4[C:25]3=[N:24][C:23]3[CH:22]=[CH:21][CH:20]=[CH:19][C:18]=3[CH:17]=4)[C:12](=[O:13])[C:7]=2[CH2:8][O:9][CH:10]1[OH:11])[CH3:3]. (3) Given the reactants [C:1]([C:4]1[CH:5]=[CH:6][C:7]([Cl:14])=[C:8]([NH:10][C:11](=[O:13])[CH3:12])[CH:9]=1)(=[O:3])[CH3:2].CO[CH:17](OC)[N:18]([CH3:20])[CH3:19], predict the reaction product. The product is: [Cl:14][C:7]1[CH:6]=[CH:5][C:4]([C:1](=[O:3])[CH:2]=[CH:17][N:18]([CH3:20])[CH3:19])=[CH:9][C:8]=1[NH:10][C:11](=[O:13])[CH3:12]. (4) Given the reactants [CH3:1][O:2][C:3](=[O:27])[C:4]1[C:5](=[C:10]([CH3:26])[C:11]([O:18][S:19]([C:22]([F:25])([F:24])[F:23])(=[O:21])=[O:20])=[CH:12][C:13]=1[O:14]CC=C)[C:6]([O:8][CH3:9])=[O:7].C(NCC)C, predict the reaction product. The product is: [CH3:1][O:2][C:3](=[O:27])[C:4]1[C:5](=[C:10]([CH3:26])[C:11]([O:18][S:19]([C:22]([F:23])([F:25])[F:24])(=[O:21])=[O:20])=[CH:12][C:13]=1[OH:14])[C:6]([O:8][CH3:9])=[O:7].